This data is from Forward reaction prediction with 1.9M reactions from USPTO patents (1976-2016). The task is: Predict the product of the given reaction. (1) Given the reactants COC[O:4][C:5]1[CH:31]=[CH:30][C:8]([CH:9]=[C:10]2[CH2:15][CH2:14][CH2:13][C:12](=[CH:16][C:17]3[CH:22]=[CH:21][C:20]([O:23]COC)=[C:19]([O:27][CH3:28])[CH:18]=3)[C:11]2=[O:29])=[CH:7][C:6]=1[O:32][CH3:33], predict the reaction product. The product is: [OH:23][C:20]1[CH:21]=[CH:22][C:17]([CH:16]=[C:12]2[CH2:13][CH2:14][CH2:15][C:10](=[CH:9][C:8]3[CH:30]=[CH:31][C:5]([OH:4])=[C:6]([O:32][CH3:33])[CH:7]=3)[C:11]2=[O:29])=[CH:18][C:19]=1[O:27][CH3:28]. (2) Given the reactants [N:1]1[CH:6]=[CH:5][CH:4]=[C:3]([CH2:7][NH:8][C:9](=[O:17])[C:10]2[CH:15]=[CH:14][CH:13]=[C:12](Br)[CH:11]=2)[CH:2]=1.[C:18]1(B(O)O)[CH:23]=[CH:22][CH:21]=[CH:20][CH:19]=1, predict the reaction product. The product is: [N:1]1[CH:6]=[CH:5][CH:4]=[C:3]([CH2:7][NH:8][C:9](=[O:17])[C:10]2[CH:15]=[CH:14][CH:13]=[C:12]([C:18]3[CH:23]=[CH:22][CH:21]=[CH:20][CH:19]=3)[CH:11]=2)[CH:2]=1. (3) The product is: [CH3:14][C@H:9]1[CH2:10][O:11][CH2:12][CH2:13][N:8]1[C:6]1[CH:5]=[C:4]([CH2:15][S:16]([CH3:19])(=[O:18])=[O:17])[N:3]=[C:2]([C:26]2[CH:27]=[C:28]3[C:23]([CH:22]=[CH:21][NH:20]3)=[CH:24][CH:25]=2)[N:7]=1. Given the reactants Cl[C:2]1[N:7]=[C:6]([N:8]2[CH2:13][CH2:12][O:11][CH2:10][C@@H:9]2[CH3:14])[CH:5]=[C:4]([CH2:15][S:16]([CH3:19])(=[O:18])=[O:17])[N:3]=1.[NH:20]1[C:28]2[C:23](=[CH:24][CH:25]=[C:26](B(O)O)[CH:27]=2)[CH:22]=[CH:21]1.C(=O)([O-])O.[Na+], predict the reaction product. (4) Given the reactants [N:1]1([C:10]2[S:14][C:13]([C:15]([O:17]C)=[O:16])=[C:12]([N:19]([C:31]([O:33][CH2:34][C:35]3[CH:40]=[CH:39][CH:38]=[CH:37][CH:36]=3)=[O:32])[CH2:20][C:21]3[CH:26]=[CH:25][CH:24]=[CH:23][C:22]=3[C:27]([F:30])([F:29])[F:28])[CH:11]=2)[C:5]2[CH:6]=[CH:7][CH:8]=[CH:9][C:4]=2[N:3]=[CH:2]1.[Li+].[OH-].C(OCC)C.O, predict the reaction product. The product is: [N:1]1([C:10]2[S:14][C:13]([C:15]([OH:17])=[O:16])=[C:12]([N:19]([C:31]([O:33][CH2:34][C:35]3[CH:40]=[CH:39][CH:38]=[CH:37][CH:36]=3)=[O:32])[CH2:20][C:21]3[CH:26]=[CH:25][CH:24]=[CH:23][C:22]=3[C:27]([F:28])([F:30])[F:29])[CH:11]=2)[C:5]2[CH:6]=[CH:7][CH:8]=[CH:9][C:4]=2[N:3]=[CH:2]1. (5) The product is: [CH3:1][O:2][C:3]1[CH:8]=[CH:7][C:6]([C:9]2[CH:10]=[C:11]3[C:16]4=[C:17]([C@@H:19]5[CH2:24][N:23]([CH3:31])[CH2:22][CH2:21][C@@H:20]5[N:15]4[CH2:14][CH2:13][CH2:12]3)[CH:18]=2)=[C:5]([C:25]([F:28])([F:26])[F:27])[CH:4]=1. Given the reactants [CH3:1][O:2][C:3]1[CH:8]=[CH:7][C:6]([C:9]2[CH:10]=[C:11]3[C:16]4=[C:17]([C@@H:19]5[CH2:24][NH:23][CH2:22][CH2:21][C@@H:20]5[N:15]4[CH2:14][CH2:13][CH2:12]3)[CH:18]=2)=[C:5]([C:25]([F:28])([F:27])[F:26])[CH:4]=1.C=O.[CH:31](O)=O.[OH-].[Na+], predict the reaction product.